This data is from Full USPTO retrosynthesis dataset with 1.9M reactions from patents (1976-2016). The task is: Predict the reactants needed to synthesize the given product. (1) Given the product [C:1]([NH:5][C:6]1[C:11]([NH:12][C:25](=[O:26])[C:24]2[CH:28]=[CH:29][CH:30]=[C:31]([F:32])[C:23]=2[F:22])=[CH:10][CH:9]=[CH:8][N:7]=1)([CH3:4])([CH3:2])[CH3:3], predict the reactants needed to synthesize it. The reactants are: [C:1]([NH:5][C:6]1[C:11]([NH2:12])=[CH:10][CH:9]=[CH:8][N:7]=1)([CH3:4])([CH3:3])[CH3:2].CCN(C(C)C)C(C)C.[F:22][C:23]1[C:31]([F:32])=[CH:30][CH:29]=[CH:28][C:24]=1[C:25](Cl)=[O:26]. (2) Given the product [N:41]1([C:47]2[N:52]=[C:51]([C:53]3[CH:58]=[CH:57][CH:56]=[CH:55][N:54]=3)[N:50]=[C:49]([C:59]([NH:34][C:35]3[CH:40]=[CH:39][CH:38]=[CH:37][CH:36]=3)=[O:60])[CH:48]=2)[CH2:46][CH2:45][O:44][CH2:43][CH2:42]1, predict the reactants needed to synthesize it. The reactants are: CCN(C(C)C)C(C)C.CN(C(ON1N=NC2C=CC=NC1=2)=[N+](C)C)C.F[P-](F)(F)(F)(F)F.[NH2:34][C:35]1[CH:40]=[CH:39][CH:38]=[CH:37][CH:36]=1.[N:41]1([C:47]2[N:52]=[C:51]([C:53]3[CH:58]=[CH:57][CH:56]=[CH:55][N:54]=3)[N:50]=[C:49]([C:59](O)=[O:60])[CH:48]=2)[CH2:46][CH2:45][O:44][CH2:43][CH2:42]1.